The task is: Predict the reaction yield, written as a fraction of the theoretical maximum amount of product (1.0 means a 100% yield; for example, 0.34 means a 34% yield).. This data is from Reaction yield outcomes from USPTO patents with 853,638 reactions. The reactants are [CH3:1][O:2][C:3]1[CH:21]=[CH:20][C:6]([CH2:7][N:8]2[CH:12]=[C:11](I)[C:10]([C:14]([N:16]([O:18][CH3:19])[CH3:17])=[O:15])=[N:9]2)=[CH:5][CH:4]=1.[CH3:22][C:23]1[N:28]=[C:27]([O:29][C:30]2[S:31][CH:32]=[C:33](B3OC(C)(C)C(C)(C)O3)[N:34]=2)[CH:26]=[CH:25][CH:24]=1.C(N(C(C)C)C(C)C)C. The catalyst is O1CCOCC1.O.C1C=CC(P(C2C=CC=CC=2)[C-]2C=CC=C2)=CC=1.C1C=CC(P(C2C=CC=CC=2)[C-]2C=CC=C2)=CC=1.Cl[Pd]Cl.[Fe+2]. The product is [CH3:1][O:2][C:3]1[CH:21]=[CH:20][C:6]([CH2:7][N:8]2[CH:12]=[C:11]([C:33]3[N:34]=[C:30]([O:29][C:27]4[CH:26]=[CH:25][CH:24]=[C:23]([CH3:22])[N:28]=4)[S:31][CH:32]=3)[C:10]([C:14]([N:16]([O:18][CH3:19])[CH3:17])=[O:15])=[N:9]2)=[CH:5][CH:4]=1. The yield is 0.150.